This data is from Forward reaction prediction with 1.9M reactions from USPTO patents (1976-2016). The task is: Predict the product of the given reaction. (1) Given the reactants [CH:1]1[C:6]([N+:7]([O-:9])=[O:8])=[CH:5][CH:4]=[C:3]([OH:10])[CH:2]=1.[H-].[Na+].Cl[CH:14]([C:19](=[O:21])[CH3:20])[C:15]([O:17][CH3:18])=[O:16].Cl, predict the reaction product. The product is: [N+:7]([C:6]1[CH:5]=[CH:4][C:3]([O:10][CH:14]([C:19](=[O:21])[CH3:20])[C:15]([O:17][CH3:18])=[O:16])=[CH:2][CH:1]=1)([O-:9])=[O:8]. (2) The product is: [Cl:11][C:12]1[C:13]([NH:27][C:4](=[O:5])[C:3]2[CH:7]=[CH:8][CH:9]=[CH:10][C:2]=2[F:1])=[C:14]([NH:19][C:20]2[CH:21]=[CH:22][C:23]([Cl:26])=[CH:24][CH:25]=2)[N:15]=[C:16]([CH3:18])[N:17]=1. Given the reactants [F:1][C:2]1[CH:10]=[CH:9][CH:8]=[CH:7][C:3]=1[C:4](Cl)=[O:5].[Cl:11][C:12]1[N:17]=[C:16]([CH3:18])[N:15]=[C:14]([NH:19][C:20]2[CH:25]=[CH:24][C:23]([Cl:26])=[CH:22][CH:21]=2)[C:13]=1[NH2:27], predict the reaction product. (3) Given the reactants Cl.[NH:2]([C:4]1[CH:12]=[CH:11][C:10]([N+:13]([O-:15])=[O:14])=[CH:9][C:5]=1[C:6]([OH:8])=[O:7])[NH2:3].[CH2:16]([O:18][C:19](=[O:26])[C:20](=O)[CH2:21][C:22](=O)[CH3:23])[CH3:17], predict the reaction product. The product is: [CH2:16]([O:18][C:19]([C:20]1[CH:21]=[C:22]([CH3:23])[N:2]([C:4]2[CH:12]=[CH:11][C:10]([N+:13]([O-:15])=[O:14])=[CH:9][C:5]=2[C:6]([OH:8])=[O:7])[N:3]=1)=[O:26])[CH3:17].